The task is: Predict the product of the given reaction.. This data is from Forward reaction prediction with 1.9M reactions from USPTO patents (1976-2016). (1) Given the reactants [F:1][C:2]1[CH:7]=[C:6]([O:8][CH3:9])[CH:5]=[CH:4][C:3]=1[OH:10].FC(F)(F)S([O:16][S:17]([C:20]([F:23])([F:22])[F:21])(=[O:19])=[O:18])(=O)=O, predict the reaction product. The product is: [F:1][C:2]1[CH:7]=[C:6]([O:8][CH3:9])[CH:5]=[CH:4][C:3]=1[OH:10].[F:1][C:2]1[CH:7]=[C:6]([O:8][CH3:9])[CH:5]=[CH:4][C:3]=1[O:16][S:17]([C:20]([F:21])([F:22])[F:23])(=[O:18])=[O:19]. (2) Given the reactants [CH3:1][O:2][C:3]1[CH:4]=[C:5]2[C:10](=[CH:11][C:12]=1[O:13][CH3:14])[N:9]=[CH:8][N:7]=[C:6]2[O:15][C:16]1[CH:22]=[CH:21][C:19]([NH2:20])=[CH:18][CH:17]=1.C1(C)C=CC=CC=1.C(N(CC)CC)C.ClC(Cl)(O[C:41](=[O:47])[O:42][C:43](Cl)(Cl)Cl)Cl.[F:49][C:50]1[CH:60]=[CH:59][C:53]([O:54][CH2:55][CH2:56]CO)=[CH:52][CH:51]=1, predict the reaction product. The product is: [CH3:1][O:2][C:3]1[CH:4]=[C:5]2[C:10](=[CH:11][C:12]=1[O:13][CH3:14])[N:9]=[CH:8][N:7]=[C:6]2[O:15][C:16]1[CH:22]=[CH:21][C:19]([NH:20][C:41](=[O:47])[O:42][CH2:43][CH2:56][CH2:55][O:54][C:53]2[CH:59]=[CH:60][C:50]([F:49])=[CH:51][CH:52]=2)=[CH:18][CH:17]=1. (3) Given the reactants [CH2:1]([N:5]1[C:14]([CH2:15][NH:16]C(=O)OC(C)(C)C)=[C:13]([C:24]2[CH:29]=[CH:28][CH:27]=[CH:26][CH:25]=2)[C:12]2[C:7](=[CH:8][CH:9]=[C:10]([C:30]3[NH:34][C:33](=[O:35])[S:32][N:31]=3)[CH:11]=2)[C:6]1=[O:36])[CH:2]([CH3:4])[CH3:3].[ClH:37], predict the reaction product. The product is: [ClH:37].[NH2:16][CH2:15][C:14]1[N:5]([CH2:1][CH:2]([CH3:4])[CH3:3])[C:6](=[O:36])[C:7]2[C:12]([C:13]=1[C:24]1[CH:25]=[CH:26][CH:27]=[CH:28][CH:29]=1)=[CH:11][C:10]([C:30]1[NH:34][C:33](=[O:35])[S:32][N:31]=1)=[CH:9][CH:8]=2. (4) Given the reactants F[C:2]1[CH:7]=[CH:6][C:5]([N+:8]([O-:10])=[O:9])=[CH:4][C:3]=1[C:11]1[CH:16]=[C:15]([N+:17]([O-:19])=[O:18])[CH:14]=[CH:13][C:12]=1F.[CH2:21]([OH:27])[CH2:22][CH2:23][CH2:24][CH2:25][CH3:26].[OH-:28].[K+].[I-].[K+], predict the reaction product. The product is: [CH2:21]([O:27][C:2]1[CH:7]=[CH:6][C:5]([N+:8]([O-:10])=[O:9])=[CH:4][C:3]=1[C:11]1[CH:16]=[C:15]([N+:17]([O-:19])=[O:18])[CH:14]=[CH:13][C:12]=1[O:28][CH2:6][CH2:7][CH2:2][CH2:3][CH2:4][CH3:5])[CH2:22][CH2:23][CH2:24][CH2:25][CH3:26].